Dataset: Full USPTO retrosynthesis dataset with 1.9M reactions from patents (1976-2016). Task: Predict the reactants needed to synthesize the given product. (1) The reactants are: [Br:1][C:2]1[CH:3]=[C:4]([CH3:13])[CH:5]=[C:6]2[C:11]=1[N:10]=[CH:9][N:8]=[C:7]2Cl.C1(C)C=CC(S(NN)(=O)=O)=CC=1.C(=O)([O-])[O-].[Na+].[Na+]. Given the product [Br:1][C:2]1[CH:3]=[C:4]([CH3:13])[CH:5]=[C:6]2[C:11]=1[N:10]=[CH:9][N:8]=[CH:7]2, predict the reactants needed to synthesize it. (2) Given the product [N:12]1([CH2:11][CH2:10][O:8][C:4]2[CH:3]=[C:2]([I:1])[CH:7]=[CH:6][CH:5]=2)[CH2:17][CH2:16][O:15][CH2:14][CH2:13]1, predict the reactants needed to synthesize it. The reactants are: [I:1][C:2]1[CH:3]=[C:4]([OH:8])[CH:5]=[CH:6][CH:7]=1.O[CH2:10][CH2:11][N:12]1[CH2:17][CH2:16][O:15][CH2:14][CH2:13]1.C1C=CC(P(C2C=CC=CC=2)C2C=CC=CC=2)=CC=1.CC(OC(/N=N/C(OC(C)C)=O)=O)C.